Task: Predict the reactants needed to synthesize the given product.. Dataset: Full USPTO retrosynthesis dataset with 1.9M reactions from patents (1976-2016) Given the product [OH:35][NH:34][C:32]([N:22]1[CH2:21][CH2:20][CH:19]([N:10]([CH2:9][C:3]2[C:2]([CH3:1])=[CH:7][C:6]([CH3:8])=[CH:5][N:4]=2)[CH:11]([C:13]2[CH:18]=[CH:17][CH:16]=[CH:15][N:14]=2)[CH3:12])[CH2:24][CH2:23]1)=[O:25], predict the reactants needed to synthesize it. The reactants are: [CH3:1][C:2]1[C:3]([CH2:9][N:10]([CH:19]2[CH2:24][CH2:23][NH:22][CH2:21][CH2:20]2)[CH:11]([C:13]2[CH:18]=[CH:17][CH:16]=[CH:15][N:14]=2)[CH3:12])=[N:4][CH:5]=[C:6]([CH3:8])[CH:7]=1.[O:25]([C:32]([NH:34][OH:35])=O)C1C=CC=CC=1.